From a dataset of Forward reaction prediction with 1.9M reactions from USPTO patents (1976-2016). Predict the product of the given reaction. (1) The product is: [Br:26][C:22]1[CH:21]=[C:20]2[C:25](=[CH:24][CH:23]=1)[C:16]([CH2:15][N:12]1[C:13](=[O:14])[C@@H:7]([NH:6][C:4](=[O:5])[C@@H:3]([NH:2][CH:37]3[CH2:38][O:35][CH2:36]3)[CH2:33][CH3:34])[CH2:8][CH2:9][C:10]3[CH:32]=[CH:31][CH:30]=[CH:29][C:11]1=3)=[C:17]([O:27][CH3:28])[CH:18]=[CH:19]2. Given the reactants Cl.[NH2:2][C@@H:3]([CH2:33][CH3:34])[C:4]([NH:6][C@@H:7]1[C:13](=[O:14])[N:12]([CH2:15][C:16]2[C:25]3[C:20](=[CH:21][C:22]([Br:26])=[CH:23][CH:24]=3)[CH:19]=[CH:18][C:17]=2[O:27][CH3:28])[C:11]2[CH:29]=[CH:30][CH:31]=[CH:32][C:10]=2[CH2:9][CH2:8]1)=[O:5].[O:35]1[CH2:38][C:37](=O)[CH2:36]1, predict the reaction product. (2) The product is: [C:94]([OH:96])(=[O:95])[CH3:93].[C:94]([OH:96])(=[O:95])[CH3:93].[NH2:1][C:2]1[C:3]2[N:10]([C:11]3[CH:16]=[CH:15][C:14]([NH:17][S:37]([C:31]4[CH:36]=[CH:35][CH:34]=[CH:33][CH:32]=4)(=[O:39])=[O:38])=[CH:13][CH:12]=3)[N:9]=[C:8]([CH:18]3[CH2:19][CH2:20][NH:21][CH2:22][CH2:23]3)[C:4]=2[N:5]=[CH:6][N:7]=1. Given the reactants [NH2:1][C:2]1[C:3]2[N:10]([C:11]3[CH:16]=[CH:15][C:14]([NH2:17])=[CH:13][CH:12]=3)[N:9]=[C:8]([CH:18]3[CH2:23][CH2:22][N:21](C(OC(C)(C)C)=O)[CH2:20][CH2:19]3)[C:4]=2[N:5]=[CH:6][N:7]=1.[C:31]1([S:37](Cl)(=[O:39])=[O:38])[CH:36]=[CH:35][CH:34]=[CH:33][CH:32]=1.NC1C2N(C3C=CC(NC(C4N(C)C5C(C=4)=CC=CC=5)=O)=C(OC)C=3)N=C(C3CCNCC3)C=2N=CN=1.CO[C@@H]1[C@@H:93]([C:94]([O:96]C)=[O:95])[C@@H]2[C@@H](CN3[C@H](C2)C2NC4C=C(OC)C=CC=4C=2CC3)C[C@H]1[O:96][C:94]([C:93]1C=C(OC)C(OC)=C(OC)C=1)=[O:95], predict the reaction product. (3) Given the reactants C([O:3][C:4](=[O:29])[CH:5]([C:23]1[CH:28]=[CH:27][CH:26]=[CH:25][CH:24]=1)[N:6]1[CH:11]=[CH:10][CH:9]=[C:8]([C:12]2[CH:17]=[CH:16][C:15]([C:18]([F:21])([F:20])[F:19])=[CH:14][CH:13]=2)[C:7]1=[O:22])C.[OH-].[Li+], predict the reaction product. The product is: [O:22]=[C:7]1[C:8]([C:12]2[CH:13]=[CH:14][C:15]([C:18]([F:20])([F:19])[F:21])=[CH:16][CH:17]=2)=[CH:9][CH:10]=[CH:11][N:6]1[CH:5]([C:23]1[CH:28]=[CH:27][CH:26]=[CH:25][CH:24]=1)[C:4]([OH:29])=[O:3]. (4) Given the reactants [NH:1]1[C:9]2[C:4](=[CH:5][C:6]([NH:10][C:11]3[N:20]=[CH:19][C:18]([CH:21]4[CH2:23][CH2:22]4)=[CH:17][C:12]=3[C:13]([O:15]C)=[O:14])=[CH:7][CH:8]=2)[CH:3]=[CH:2]1.CC(C)([O-])C.[K+].Br[CH2:31][CH2:32][CH:33]([CH3:35])[CH3:34].C(OCC)(=O)C, predict the reaction product. The product is: [CH:21]1([C:18]2[CH:19]=[N:20][C:11]([NH:10][C:6]3[CH:5]=[C:4]4[C:9](=[CH:8][CH:7]=3)[N:1]([CH2:31][CH2:32][CH:33]([CH3:35])[CH3:34])[CH:2]=[CH:3]4)=[C:12]([CH:17]=2)[C:13]([OH:15])=[O:14])[CH2:22][CH2:23]1. (5) Given the reactants [C:1](=[O:26])([O:12][CH:13]1[CH2:18][CH2:17][N:16]([C:19]2[CH:24]=[CH:23][C:22](=[O:25])[NH:21][N:20]=2)[CH2:15][CH2:14]1)OC1C=CC([N+]([O-])=O)=CC=1.[CH:27]1([N:31]2[CH2:36][CH2:35][NH:34][CH2:33][CH2:32]2)[CH2:30][CH2:29][CH2:28]1, predict the reaction product. The product is: [CH:27]1([N:31]2[CH2:36][CH2:35][N:34]([C:1]([O:12][CH:13]3[CH2:14][CH2:15][N:16]([C:19]4[CH:24]=[CH:23][C:22](=[O:25])[NH:21][N:20]=4)[CH2:17][CH2:18]3)=[O:26])[CH2:33][CH2:32]2)[CH2:30][CH2:29][CH2:28]1. (6) Given the reactants [F:1][C:2]1[CH:3]=[C:4]([C@H:10]2[CH2:14][CH2:13][CH2:12][N:11]2[C:15]2[CH:20]=[CH:19][N:18]3[N:21]=[CH:22][C:23]([C:24]([O:26][CH2:27][CH2:28][Cl:29])=[O:25])=[C:17]3[N:16]=2)[C:5]([O:8]C)=[N:6][CH:7]=1.Cl, predict the reaction product. The product is: [F:1][C:2]1[CH:3]=[C:4]([C@H:10]2[CH2:14][CH2:13][CH2:12][N:11]2[C:15]2[CH:20]=[CH:19][N:18]3[N:21]=[CH:22][C:23]([C:24]([O:26][CH2:27][CH2:28][Cl:29])=[O:25])=[C:17]3[N:16]=2)[C:5](=[O:8])[NH:6][CH:7]=1. (7) The product is: [Cl:22][C:12]1[CH:13]=[C:14]2[C:9](=[CH:10][CH:11]=1)[N:8]=[C:7]([O:23][CH:24]([CH3:26])[CH3:25])[C:6]([C:4]([OH:5])=[O:3])=[C:15]2[C:16]1[CH:17]=[CH:18][CH:19]=[CH:20][CH:21]=1. Given the reactants C([O:3][C:4]([C:6]1[C:7]([O:23][CH:24]([CH3:26])[CH3:25])=[N:8][C:9]2[C:14]([C:15]=1[C:16]1[CH:21]=[CH:20][CH:19]=[CH:18][CH:17]=1)=[CH:13][C:12]([Cl:22])=[CH:11][CH:10]=2)=[O:5])C.[OH-].[Na+], predict the reaction product. (8) Given the reactants [N:1]1[CH:6]=[C:5]([NH:7][C:8]2[C:9]([C:20](O)=[O:21])=[N:10][C:11]([O:14][CH2:15][C:16]([F:19])([F:18])[F:17])=[N:12][CH:13]=2)[CH:4]=[N:3][CH:2]=1.[CH3:23][NH:24][C:25]([C:27]1[N:28]([CH3:33])[N:29]=[CH:30][C:31]=1[NH2:32])=[O:26], predict the reaction product. The product is: [CH3:33][N:28]1[C:27]([C:25](=[O:26])[NH:24][CH3:23])=[C:31]([NH:32][C:20]([C:9]2[C:8]([NH:7][C:5]3[CH:4]=[N:3][CH:2]=[N:1][CH:6]=3)=[CH:13][N:12]=[C:11]([O:14][CH2:15][C:16]([F:19])([F:17])[F:18])[N:10]=2)=[O:21])[CH:30]=[N:29]1. (9) Given the reactants [H-].[Na+].[O:3]1[C:7]2[CH:8]=[CH:9][CH:10]=[CH:11][C:6]=2[N:5]=[C:4]1[S:12][CH2:13][CH2:14][N:15]1[CH2:20][CH2:19][N:18]([CH2:21][C:22]([NH:24][C:25]2[C:30]([CH:31]([CH3:33])[CH3:32])=[CH:29][C:28]([OH:34])=[CH:27][C:26]=2[CH:35]([CH3:37])[CH3:36])=[O:23])[CH2:17][CH2:16]1.I[CH3:39], predict the reaction product. The product is: [O:3]1[C:7]2[CH:8]=[CH:9][CH:10]=[CH:11][C:6]=2[N:5]=[C:4]1[S:12][CH2:13][CH2:14][N:15]1[CH2:20][CH2:19][N:18]([CH2:21][C:22]([NH:24][C:25]2[C:30]([CH:31]([CH3:32])[CH3:33])=[CH:29][C:28]([O:34][CH3:39])=[CH:27][C:26]=2[CH:35]([CH3:37])[CH3:36])=[O:23])[CH2:17][CH2:16]1.